From a dataset of Forward reaction prediction with 1.9M reactions from USPTO patents (1976-2016). Predict the product of the given reaction. Given the reactants [N+:1]([C:4]1[CH:17]=[CH:16][C:7]([O:8][C:9]2[CH:10]=[C:11]([CH:13]=[CH:14][CH:15]=2)[NH2:12])=[CH:6][CH:5]=1)([O-:3])=[O:2].[C:18]([C:20]1([C:23]2[CH:24]=[C:25]([CH:29]=[CH:30][CH:31]=2)[C:26](O)=[O:27])[CH2:22][CH2:21]1)#[N:19].Cl.C(N=C=NCCCN(C)C)C, predict the reaction product. The product is: [C:18]([C:20]1([C:23]2[CH:24]=[C:25]([CH:29]=[CH:30][CH:31]=2)[C:26]([NH:12][C:11]2[CH:13]=[CH:14][CH:15]=[C:9]([O:8][C:7]3[CH:16]=[CH:17][C:4]([N+:1]([O-:3])=[O:2])=[CH:5][CH:6]=3)[CH:10]=2)=[O:27])[CH2:21][CH2:22]1)#[N:19].